This data is from Blood-brain barrier penetration binary classification data from Martins et al.. The task is: Regression/Classification. Given a drug SMILES string, predict its absorption, distribution, metabolism, or excretion properties. Task type varies by dataset: regression for continuous measurements (e.g., permeability, clearance, half-life) or binary classification for categorical outcomes (e.g., BBB penetration, CYP inhibition). Dataset: bbb_martins. (1) The compound is CSc1ccc(CC(=O)N2CCN(C(C)=O)C[C@@H]2CN2CC[C@@H](O)C2)cc1. The result is 0 (does not penetrate BBB). (2) The compound is CC(C)[N+](C)(CCOC(=O)C1c2ccccc2Oc2ccccc21)C(C)C.[Br-]. The result is 0 (does not penetrate BBB). (3) The compound is CCCC1CC(C(=O)NC(C(C)O)C2OC(SC)C(O)C(O)C2O)N(C)C1. The result is 0 (does not penetrate BBB). (4) The molecule is CC(=O)OCC(=O)[C@@]1(O)CC[C@H]2[C@@H]3CCC4=CC(=O)CC[C@]4(C)[C@H]3[C@@H](O)C[C@@]21C. The result is 1 (penetrates BBB). (5) The molecule is C=C1C[C@H](C)[C@H]2[C@H]3Cc4ccc(O)cc4[C@@]2(CCN3CC2CCC2)C1. The result is 1 (penetrates BBB). (6) The molecule is C=CCC1(CC(C)O)C(=O)NC(=O)NC1=O. The result is 1 (penetrates BBB). (7) The drug is NC(=O)NC(=O)Cc1ccccc1. The result is 1 (penetrates BBB). (8) The compound is O=C1CN2CCOC2(c2ccccc2Cl)c2cc(Cl)ccc2N1. The result is 1 (penetrates BBB). (9) The molecule is CC12CC3CC(C)(C1)CC(N)(C3)C2. The result is 1 (penetrates BBB).